From a dataset of Reaction yield outcomes from USPTO patents with 853,638 reactions. Predict the reaction yield, written as a fraction of the theoretical maximum amount of product (1.0 means a 100% yield; for example, 0.34 means a 34% yield). (1) The reactants are Br[C:2]1[CH:3]=[C:4]2[C:8](=[C:9]([C:11]#[N:12])[CH:10]=1)[NH:7][N:6]=[C:5]2[CH:13]1[CH2:18][CH2:17][N:16]([S:19]([CH2:22][CH3:23])(=[O:21])=[O:20])[CH2:15][CH2:14]1.[F:24][C:25]1[CH:26]=[C:27](B(O)O)[CH:28]=[CH:29][C:30]=1[F:31].C(=O)([O-])[O-:36].[K+].[K+]. The catalyst is O1CCOCC1.O. The product is [F:24][C:25]1[CH:26]=[C:27]([C:2]2[CH:3]=[C:4]3[C:8](=[C:9]([C:11]([NH2:12])=[O:36])[CH:10]=2)[NH:7][N:6]=[C:5]3[CH:13]2[CH2:14][CH2:15][N:16]([S:19]([CH2:22][CH3:23])(=[O:20])=[O:21])[CH2:17][CH2:18]2)[CH:28]=[CH:29][C:30]=1[F:31]. The yield is 0.240. (2) The reactants are [Cl:1][C:2]1[C:10]([F:11])=[C:9]2[C:5]([C:6]([S:26][C:27]3[CH:32]=[CH:31][CH:30]=[C:29]([C:33]([O:35][CH2:36][CH3:37])=[O:34])[C:28]=3[F:38])=[C:7]([CH:23]3[CH2:25][CH2:24]3)[N:8]2[C:12]2[CH:13]=[N:14][N:15]([CH2:17][CH2:18][CH2:19][C:20](O)=[O:21])[CH:16]=2)=[CH:4][CH:3]=1.CC[N:41]=C=NCCCN(C)C.Cl.C1C=CC2N(O)N=NC=2C=1.CN1CCOCC1.[NH4+].[Cl-]. The catalyst is CN(C=O)C.O. The product is [NH2:41][C:20](=[O:21])[CH2:19][CH2:18][CH2:17][N:15]1[CH:16]=[C:12]([N:8]2[C:9]3[C:5](=[CH:4][CH:3]=[C:2]([Cl:1])[C:10]=3[F:11])[C:6]([S:26][C:27]3[C:28]([F:38])=[C:29]([CH:30]=[CH:31][CH:32]=3)[C:33]([O:35][CH2:36][CH3:37])=[O:34])=[C:7]2[CH:23]2[CH2:24][CH2:25]2)[CH:13]=[N:14]1. The yield is 0.100.